This data is from NCI-60 drug combinations with 297,098 pairs across 59 cell lines. The task is: Regression. Given two drug SMILES strings and cell line genomic features, predict the synergy score measuring deviation from expected non-interaction effect. (1) Synergy scores: CSS=17.2, Synergy_ZIP=-8.42, Synergy_Bliss=0.560, Synergy_Loewe=-13.5, Synergy_HSA=-3.74. Cell line: SF-268. Drug 2: C1CN1C2=NC(=NC(=N2)N3CC3)N4CC4. Drug 1: C1C(C(OC1N2C=NC3=C(N=C(N=C32)Cl)N)CO)O. (2) Synergy scores: CSS=39.6, Synergy_ZIP=9.86, Synergy_Bliss=11.9, Synergy_Loewe=-9.18, Synergy_HSA=6.68. Cell line: SK-MEL-28. Drug 1: C1CCN(CC1)CCOC2=CC=C(C=C2)C(=O)C3=C(SC4=C3C=CC(=C4)O)C5=CC=C(C=C5)O. Drug 2: CC1=C2C(C(=O)C3(C(CC4C(C3C(C(C2(C)C)(CC1OC(=O)C(C(C5=CC=CC=C5)NC(=O)OC(C)(C)C)O)O)OC(=O)C6=CC=CC=C6)(CO4)OC(=O)C)OC)C)OC. (3) Drug 1: C1=CC(=CC=C1C#N)C(C2=CC=C(C=C2)C#N)N3C=NC=N3. Drug 2: C1=NC2=C(N=C(N=C2N1C3C(C(C(O3)CO)O)F)Cl)N. Cell line: HS 578T. Synergy scores: CSS=4.74, Synergy_ZIP=-3.31, Synergy_Bliss=-4.18, Synergy_Loewe=-6.01, Synergy_HSA=-3.47. (4) Drug 1: CCC1=C2CN3C(=CC4=C(C3=O)COC(=O)C4(CC)O)C2=NC5=C1C=C(C=C5)O. Drug 2: C1=NC2=C(N1)C(=S)N=CN2. Cell line: IGROV1. Synergy scores: CSS=14.9, Synergy_ZIP=-5.34, Synergy_Bliss=0.665, Synergy_Loewe=-2.96, Synergy_HSA=1.51. (5) Drug 1: C1=C(C(=O)NC(=O)N1)N(CCCl)CCCl. Drug 2: C1CN1P(=S)(N2CC2)N3CC3. Cell line: HCT116. Synergy scores: CSS=30.6, Synergy_ZIP=-2.89, Synergy_Bliss=2.18, Synergy_Loewe=-0.276, Synergy_HSA=5.14. (6) Drug 1: C1=NC2=C(N=C(N=C2N1C3C(C(C(O3)CO)O)O)F)N. Drug 2: C1C(C(OC1N2C=NC3=C2NC=NCC3O)CO)O. Cell line: UACC-257. Synergy scores: CSS=-0.817, Synergy_ZIP=11.3, Synergy_Bliss=-1.19, Synergy_Loewe=-1.63, Synergy_HSA=-2.20.